This data is from NCI-60 drug combinations with 297,098 pairs across 59 cell lines. The task is: Regression. Given two drug SMILES strings and cell line genomic features, predict the synergy score measuring deviation from expected non-interaction effect. (1) Synergy scores: CSS=21.6, Synergy_ZIP=-0.780, Synergy_Bliss=-1.74, Synergy_Loewe=-6.16, Synergy_HSA=-3.07. Cell line: SW-620. Drug 2: C1C(C(OC1N2C=NC3=C2NC=NCC3O)CO)O. Drug 1: C1CN1C2=NC(=NC(=N2)N3CC3)N4CC4. (2) Drug 1: CC1C(C(CC(O1)OC2CC(CC3=C2C(=C4C(=C3O)C(=O)C5=C(C4=O)C(=CC=C5)OC)O)(C(=O)CO)O)N)O.Cl. Drug 2: CCC1(C2=C(COC1=O)C(=O)N3CC4=CC5=C(C=CC(=C5CN(C)C)O)N=C4C3=C2)O.Cl. Cell line: UACC-257. Synergy scores: CSS=7.96, Synergy_ZIP=-2.10, Synergy_Bliss=-0.0646, Synergy_Loewe=-1.02, Synergy_HSA=0.938. (3) Drug 1: C1CN1C2=NC(=NC(=N2)N3CC3)N4CC4. Drug 2: C1C(C(OC1N2C=NC(=NC2=O)N)CO)O. Cell line: NCI-H226. Synergy scores: CSS=5.83, Synergy_ZIP=-3.78, Synergy_Bliss=-0.803, Synergy_Loewe=0.190, Synergy_HSA=0.986. (4) Drug 1: COC1=CC(=CC(=C1O)OC)C2C3C(COC3=O)C(C4=CC5=C(C=C24)OCO5)OC6C(C(C7C(O6)COC(O7)C8=CC=CS8)O)O. Drug 2: C#CCC(CC1=CN=C2C(=N1)C(=NC(=N2)N)N)C3=CC=C(C=C3)C(=O)NC(CCC(=O)O)C(=O)O. Cell line: MALME-3M. Synergy scores: CSS=23.2, Synergy_ZIP=-7.22, Synergy_Bliss=-3.22, Synergy_Loewe=-1.75, Synergy_HSA=-1.67. (5) Drug 1: COC1=CC(=CC(=C1O)OC)C2C3C(COC3=O)C(C4=CC5=C(C=C24)OCO5)OC6C(C(C7C(O6)COC(O7)C8=CC=CS8)O)O. Drug 2: CN(C)N=NC1=C(NC=N1)C(=O)N. Cell line: NCI-H460. Synergy scores: CSS=45.7, Synergy_ZIP=0.997, Synergy_Bliss=1.19, Synergy_Loewe=-7.42, Synergy_HSA=3.71.